This data is from Reaction yield outcomes from USPTO patents with 853,638 reactions. The task is: Predict the reaction yield, written as a fraction of the theoretical maximum amount of product (1.0 means a 100% yield; for example, 0.34 means a 34% yield). (1) The reactants are Cl.CN[O:4][CH3:5].[CH3:6][N:7]1CCOCC1.Cl.CN(C)CCCN=C=NCC.[C:25]([O:29][C:30]([NH:32][CH2:33][CH2:34][CH2:35][C:36]([OH:38])=O)=[O:31])([CH3:28])([CH3:27])[CH3:26]. The catalyst is CN(C)C1C=CN=CC=1.ClCCl. The product is [CH3:28][C:25]([O:29][C:30](=[O:31])[NH:32][CH2:33][CH2:34][CH2:35][C:36]([NH:7][CH2:6][O:4][CH3:5])=[O:38])([CH3:26])[CH3:27]. The yield is 0.830. (2) The reactants are [Br:1][C:2]1[CH:7]=[CH:6][C:5]([N:8]2[CH2:13][CH:12]([CH3:14])[CH2:11][CH:10]([CH3:15])[CH2:9]2)=[C:4]([N+:16]([O-])=O)[CH:3]=1.[Cl-].[NH4+]. The catalyst is CCO.O.CCOC(C)=O.CCCCCC.[Zn]. The product is [Br:1][C:2]1[CH:7]=[CH:6][C:5]([N:8]2[CH2:13][CH:12]([CH3:14])[CH2:11][CH:10]([CH3:15])[CH2:9]2)=[C:4]([CH:3]=1)[NH2:16]. The yield is 0.920.